From a dataset of Catalyst prediction with 721,799 reactions and 888 catalyst types from USPTO. Predict which catalyst facilitates the given reaction. (1) Reactant: Cl.C(N=C=NCCCN(C)C)C.CCN=C=NCCCN(C)C.[N:24]1[C:33]2[C:28](=[CH:29][C:30]([C:34]([OH:36])=O)=[CH:31][CH:32]=2)[CH:27]=[CH:26][CH:25]=1.[CH2:37]([NH2:44])[C:38]1[CH:43]=[CH:42][CH:41]=[CH:40][CH:39]=1. Product: [CH2:37]([NH:44][C:34]([C:30]1[CH:29]=[C:28]2[C:33](=[CH:32][CH:31]=1)[N:24]=[CH:25][CH:26]=[CH:27]2)=[O:36])[C:38]1[CH:43]=[CH:42][CH:41]=[CH:40][CH:39]=1. The catalyst class is: 803. (2) Reactant: [N+:1]([C:4]1[CH:5]=[C:6]2[C:10](=[CH:11][CH:12]=1)[NH:9][C:8]([C:13]1[CH:18]=[CH:17][CH:16]=[CH:15][N:14]=1)=[CH:7]2)([O-])=O.O. Product: [N:14]1[CH:15]=[CH:16][CH:17]=[CH:18][C:13]=1[C:8]1[NH:9][C:10]2[C:6]([CH:7]=1)=[CH:5][C:4]([NH2:1])=[CH:12][CH:11]=2. The catalyst class is: 14. (3) Reactant: [CH3:1][C:2]1([CH3:10])[C:4]([CH3:6])([CH3:5])[CH:3]1[C:7](O)=[O:8].C(Cl)(=O)C([Cl:14])=O. Product: [CH3:1][C:2]1([CH3:10])[C:4]([CH3:6])([CH3:5])[CH:3]1[C:7]([Cl:14])=[O:8]. The catalyst class is: 306. (4) The catalyst class is: 359. Reactant: [B:1](OC(C)C)([O:6]C(C)C)[O:2]C(C)C.[CH3:14][O:15][C:16]1[CH:17]=[C:18](Br)[CH:19]=[N:20][CH:21]=1.[Li]CCCC.Cl. Product: [CH3:14][O:15][C:16]1[CH:17]=[C:18]([B:1]([OH:6])[OH:2])[CH:19]=[N:20][CH:21]=1. (5) Reactant: [NH3:1].Cl[C:3]1[C:4]2[N:12]=[C:11]([C:13]3[CH:18]=[CH:17][C:16]([F:19])=[CH:15][CH:14]=3)[CH:10]=[CH:9][C:5]=2[N:6]=[CH:7][N:8]=1. Product: [NH2:1][C:3]1[C:4]2[N:12]=[C:11]([C:13]3[CH:18]=[CH:17][C:16]([F:19])=[CH:15][CH:14]=3)[CH:10]=[CH:9][C:5]=2[N:6]=[CH:7][N:8]=1. The catalyst class is: 5.